Dataset: Forward reaction prediction with 1.9M reactions from USPTO patents (1976-2016). Task: Predict the product of the given reaction. (1) Given the reactants C[O:2][C:3]1[CH:8]=[CH:7][C:6]([CH2:9][CH:10]([CH3:17])[CH2:11][C:12]([O:14][CH2:15][CH3:16])=[O:13])=[CH:5][CH:4]=1.COC1C=CC(CC(C2OC=CN=2)CC(OC)=O)=CC=1, predict the reaction product. The product is: [OH:2][C:3]1[CH:4]=[CH:5][C:6]([CH2:9][CH:10]([CH3:17])[CH2:11][C:12]([O:14][CH2:15][CH3:16])=[O:13])=[CH:7][CH:8]=1. (2) Given the reactants [NH2:1][C:2]1[CH:24]=[CH:23][CH:22]=[C:21]([Cl:25])[C:3]=1[CH2:4][N:5]([CH2:15][C:16](OCC)=[O:17])[C:6](=[O:14])[C:7]1[CH:12]=[CH:11][C:10]([Cl:13])=[CH:9][CH:8]=1.[N:26]1([C:31]([C:33]2[CH:40]=[CH:39][C:36]([CH:37]=O)=[CH:35][CH:34]=2)=[O:32])[CH2:30][CH:29]=[CH:28][CH2:27]1.[C:41](O)(=O)C.C(O[BH-](OC(=O)C)OC(=O)C)(=O)C.[Na+].C(N(CC)CC)C, predict the reaction product. The product is: [Cl:25][C:21]1[C:3]2[CH2:4][N:5]([C:6](=[O:14])[C:7]3[CH:12]=[CH:11][C:10]([Cl:13])=[CH:9][CH:8]=3)[CH2:15][C:16](=[O:17])[N:1]([CH2:37][C:36]3[CH:39]=[CH:40][C:33]([C:31]([N:26]4[CH2:30][CH:29]=[CH:28][CH2:27]4)=[O:32])=[CH:34][CH:35]=3)[C:2]=2[CH:24]=[CH:23][C:22]=1[CH3:41]. (3) Given the reactants [CH2:1]([N:3]([CH2:13][CH3:14])[C:4]1[CH:11]=[CH:10][C:7]([CH:8]=[O:9])=[C:6]([OH:12])[CH:5]=1)[CH3:2].C(=O)([O-])[O-].[K+].[K+].C(=O)([O-])[O-].[Cs+].[Cs+].I[CH:28]([CH3:30])[CH3:29], predict the reaction product. The product is: [CH2:13]([N:3]([CH2:1][CH3:2])[C:4]1[CH:11]=[CH:10][C:7]([CH:8]=[O:9])=[C:6]([O:12][CH:28]([CH3:30])[CH3:29])[CH:5]=1)[CH3:14]. (4) Given the reactants [CH3:1][O:2][C:3]1[CH:22]=[CH:21][C:6]([CH2:7][C@@H:8]2[C:12]3=[N:13][C:14]4[CH:19]=[CH:18][CH:17]=[CH:16][C:15]=4[N:11]3[C:10](=[O:20])[NH:9]2)=[CH:5][CH:4]=1.Cl.Cl.[F:25][CH2:26][CH2:27][N:28]1[CH2:33][CH2:32][CH2:31][CH:30]([NH2:34])[CH2:29]1.C(O)(C(F)(F)F)=O, predict the reaction product. The product is: [NH:11]1[C:15]2[CH:16]=[CH:17][CH:18]=[CH:19][C:14]=2[N:13]=[C:12]1[C@H:8]([NH:9][C:10]([NH:34][CH:30]1[CH2:31][CH2:32][CH2:33][N:28]([CH2:27][CH2:26][F:25])[CH2:29]1)=[O:20])[CH2:7][C:6]1[CH:21]=[CH:22][C:3]([O:2][CH3:1])=[CH:4][CH:5]=1. (5) The product is: [O:34]1[CH2:35][CH2:36][N:31]([CH2:30][CH2:29][O:28][C:22]2[CH:23]=[CH:24][C:25]3[C:26]4[N:27]=[C:15]([C:5]5[CH:6]=[CH:7][CH:8]=[C:3]([C:2]([F:13])([F:12])[F:1])[CH:4]=5)[CH:16]=[C:17]([C:37]([O:39][CH3:40])=[O:38])[C:18]=4[NH:19][C:20]=3[CH:21]=2)[CH2:32][CH2:33]1. Given the reactants [F:1][C:2]([F:13])([F:12])[C:3]1[CH:4]=[C:5](B(O)O)[CH:6]=[CH:7][CH:8]=1.Br[C:15]1[CH:16]=[C:17]([C:37]([O:39][CH3:40])=[O:38])[C:18]2[NH:19][C:20]3[CH:21]=[C:22]([O:28][CH2:29][CH2:30][N:31]4[CH2:36][CH2:35][O:34][CH2:33][CH2:32]4)[CH:23]=[CH:24][C:25]=3[C:26]=2[N:27]=1.[O-]P([O-])([O-])=O.[K+].[K+].[K+].C1(P(C2CCCCC2)C2C=CC=CC=2C2C(OC)=CC=CC=2OC)CCCCC1, predict the reaction product. (6) Given the reactants [OH:1][C:2]1[CH:7]=[CH:6][C:5]([CH2:8][C:9]([OH:11])=[O:10])=[CH:4][CH:3]=1.[N+:12]([O-])([OH:14])=[O:13], predict the reaction product. The product is: [OH:1][C:2]1[CH:3]=[CH:4][C:5]([CH2:8][C:9]([OH:11])=[O:10])=[CH:6][C:7]=1[N+:12]([O-:14])=[O:13]. (7) Given the reactants [CH2:1]([C@H:3]1[O:5][CH2:4]1)[Cl:2].N.[C:7]1(=[O:17])[NH:11][C:10](=[O:12])[C:9]2=[CH:13][CH:14]=[CH:15][CH:16]=[C:8]12.[K].C(Cl)Cl, predict the reaction product. The product is: [C:7]1(=[O:17])[N:11]([CH2:4][C@H:3]([OH:5])[CH2:1][Cl:2])[C:10](=[O:12])[C:9]2=[CH:13][CH:14]=[CH:15][CH:16]=[C:8]12.